The task is: Regression. Given two drug SMILES strings and cell line genomic features, predict the synergy score measuring deviation from expected non-interaction effect.. This data is from NCI-60 drug combinations with 297,098 pairs across 59 cell lines. (1) Cell line: K-562. Drug 1: CC1=C(C=C(C=C1)NC2=NC=CC(=N2)N(C)C3=CC4=NN(C(=C4C=C3)C)C)S(=O)(=O)N.Cl. Synergy scores: CSS=32.2, Synergy_ZIP=1.70, Synergy_Bliss=2.16, Synergy_Loewe=4.02, Synergy_HSA=3.76. Drug 2: CS(=O)(=O)C1=CC(=C(C=C1)C(=O)NC2=CC(=C(C=C2)Cl)C3=CC=CC=N3)Cl. (2) Drug 1: CN(C)N=NC1=C(NC=N1)C(=O)N. Drug 2: C(CC(=O)O)C(=O)CN.Cl. Cell line: DU-145. Synergy scores: CSS=3.11, Synergy_ZIP=-5.12, Synergy_Bliss=-8.88, Synergy_Loewe=-12.8, Synergy_HSA=-10.5. (3) Drug 2: CN(C(=O)NC(C=O)C(C(C(CO)O)O)O)N=O. Synergy scores: CSS=-6.82, Synergy_ZIP=-4.87, Synergy_Bliss=-17.2, Synergy_Loewe=-19.2, Synergy_HSA=-14.9. Cell line: HL-60(TB). Drug 1: CNC(=O)C1=CC=CC=C1SC2=CC3=C(C=C2)C(=NN3)C=CC4=CC=CC=N4.